From a dataset of Experimentally validated miRNA-target interactions with 360,000+ pairs, plus equal number of negative samples. Binary Classification. Given a miRNA mature sequence and a target amino acid sequence, predict their likelihood of interaction. The miRNA is mmu-miR-200b-3p with sequence UAAUACUGCCUGGUAAUGAUGA. The protein sequence of the target gene is MWGRFLAPEASGRDSPGGARSFPAGPDYSSAWLPANESLWQATTVPSNHRNNHIRRHSIASDSGDTGIGTSCSDSVEDHSTSSGTLSFKPSQSLITLPTAHVMPSNSSASISKLRESLTPDGSKWSTSLMQTLGNHSRGEQDSSLDMKDFRPLRKWSSLSKLTAPDNCGQGGTVCREESRNGLEKIGKAKALTSQLRTIGPSCLHDSMEMLRLEDKEINKKRSSTLDCKYKFESCSKEDFRASSSTLRRQPVDMTYSALPESKPIMTSSEAFEPPKYLMLGQQAVGGVPIQPSVRTQMWL.... Result: 0 (no interaction).